From a dataset of Forward reaction prediction with 1.9M reactions from USPTO patents (1976-2016). Predict the product of the given reaction. (1) Given the reactants [O:1]1[C:6]2[CH:7]=[CH:8][C:9]([C:11]3[C:16]([N:17]4[CH:21]=[CH:20][C:19]([N+:22]([O-:24])=[O:23])=[N:18]4)=[CH:15][CH:14]=[C:13]([C:25]([F:28])([F:27])[F:26])[C:12]=3[C:29](=[O:34])[C:30]([O:32][CH3:33])=[O:31])=[CH:10][C:5]=2[CH2:4][CH2:3][CH2:2]1.[BH4-].[Na+].O, predict the reaction product. The product is: [O:1]1[C:6]2[CH:7]=[CH:8][C:9]([C:11]3[C:16]([N:17]4[CH:21]=[CH:20][C:19]([N+:22]([O-:24])=[O:23])=[N:18]4)=[CH:15][CH:14]=[C:13]([C:25]([F:26])([F:27])[F:28])[C:12]=3[CH:29]([OH:34])[C:30]([O:32][CH3:33])=[O:31])=[CH:10][C:5]=2[CH2:4][CH2:3][CH2:2]1. (2) Given the reactants C[O:2][C:3](=[O:34])[CH:4]([NH:12][C:13]([C:15]1[S:16][C:17]([C:20]2[CH:25]=[CH:24][C:23]([O:26][CH2:27][C:28]3[CH:33]=[CH:32][CH:31]=[CH:30][CH:29]=3)=[CH:22][CH:21]=2)=[CH:18][CH:19]=1)=[O:14])[CH2:5][C:6]1[CH:11]=[CH:10][CH:9]=[CH:8][CH:7]=1.O.[OH-].[Li+], predict the reaction product. The product is: [CH2:27]([O:26][C:23]1[CH:22]=[CH:21][C:20]([C:17]2[S:16][C:15]([C:13]([NH:12][CH:4]([CH2:5][C:6]3[CH:7]=[CH:8][CH:9]=[CH:10][CH:11]=3)[C:3]([OH:34])=[O:2])=[O:14])=[CH:19][CH:18]=2)=[CH:25][CH:24]=1)[C:28]1[CH:29]=[CH:30][CH:31]=[CH:32][CH:33]=1. (3) Given the reactants CO[N:3]=[C:4]1[C:13]2[C:8](=[CH:9][C:10]([C:14]([CH3:17])([CH3:16])[CH3:15])=[CH:11][CH:12]=2)[O:7][CH2:6][CH2:5]1.N, predict the reaction product. The product is: [C:14]([C:10]1[CH:9]=[C:8]2[C:13]([CH:4]([NH2:3])[CH2:5][CH2:6][O:7]2)=[CH:12][CH:11]=1)([CH3:17])([CH3:15])[CH3:16]. (4) The product is: [Br:18][C:19]1[CH:24]=[CH:23][C:22]([O:25][CH3:26])=[CH:21][C:20]=1[CH2:27][CH2:28][O:29][CH:6]1[CH2:11][CH2:10][CH2:9][CH2:8][O:7]1. Given the reactants BrC1C=CC(OC)=CC=1CO[CH:6]1[CH2:11][CH2:10][CH2:9][CH2:8][O:7]1.[Br:18][C:19]1[CH:24]=[CH:23][C:22]([O:25][CH3:26])=[CH:21][C:20]=1[CH2:27][CH2:28][OH:29], predict the reaction product. (5) Given the reactants [OH:1][C:2]([C:4]([F:7])([F:6])[F:5])=[O:3].[F:8][CH:9]([F:38])[CH2:10][NH:11][C:12]1[N:13]=[C:14]2[CH2:36][CH:35]([CH3:37])[NH:34][CH2:33][C:15]2=[N:16][C:17]=1[N:18]1[CH2:23][CH2:22][CH:21]([O:24][C:25]2[CH:30]=[CH:29][C:28]([F:31])=[CH:27][C:26]=2[F:32])[CH2:20][CH2:19]1.[CH3:39][O:40][CH2:41][C:42](Cl)=[O:43].CCN(C(C)C)C(C)C, predict the reaction product. The product is: [F:38][CH:9]([F:8])[CH2:10][NH:11][C:12]1[N:13]=[C:14]2[CH2:36][CH:35]([CH3:37])[N:34]([C:42](=[O:43])[CH2:41][O:40][CH3:39])[CH2:33][C:15]2=[N:16][C:17]=1[N:18]1[CH2:19][CH2:20][CH:21]([O:24][C:25]2[CH:30]=[CH:29][C:28]([F:31])=[CH:27][C:26]=2[F:32])[CH2:22][CH2:23]1.[C:2]([OH:3])([C:4]([F:7])([F:6])[F:5])=[O:1]. (6) The product is: [F:32][C:29]1[CH:28]=[CH:27][C:26]([CH2:25][N:22]2[CH:21]=[C:20]([C:33]([O:35][CH3:36])=[O:34])[C:11]3[N:12]4[CH2:17][CH2:16][N:15]([CH3:18])[C:14](=[O:19])[C:13]4=[C:9]([OH:8])[C:10]=3[C:23]2=[O:24])=[CH:31][CH:30]=1. Given the reactants C([O:8][C:9]1[C:10]2[C:23](=[O:24])[N:22]([CH2:25][C:26]3[CH:31]=[CH:30][C:29]([F:32])=[CH:28][CH:27]=3)[CH:21]=[C:20]([C:33]([O:35][CH3:36])=[O:34])[C:11]=2[N:12]2[CH2:17][CH2:16][N:15]([CH3:18])[C:14](=[O:19])[C:13]=12)C1C=CC=CC=1.Br, predict the reaction product. (7) Given the reactants C([N:8]1[CH2:13][CH2:12][N:11]([CH:14]2[CH2:20][CH:19]3[C:21](=[CH2:22])[CH:16]([CH2:17][CH2:18]3)[CH2:15]2)[CH2:10][CH2:9]1)C1C=CC=CC=1, predict the reaction product. The product is: [CH3:22][CH:21]1[CH:16]2[CH2:17][CH2:18][CH:19]1[CH2:20][CH:14]([N:11]1[CH2:12][CH2:13][NH:8][CH2:9][CH2:10]1)[CH2:15]2. (8) Given the reactants C([NH:8][CH2:9][CH2:10][C:11]1[C:19]2[CH:18]=[CH:17][CH:16]=[CH:15][C:14]=2[N:13]2[CH2:20][CH2:21][N:22](CC3C=CC=CC=3)[CH2:23][CH2:24][C:12]=12)C1C=CC=CC=1.C([O-])=O.[NH4+], predict the reaction product. The product is: [CH2:24]1[C:12]2=[C:11]([CH2:10][CH2:9][NH2:8])[C:19]3[CH:18]=[CH:17][CH:16]=[CH:15][C:14]=3[N:13]2[CH2:20][CH2:21][NH:22][CH2:23]1.